Dataset: Reaction yield outcomes from USPTO patents with 853,638 reactions. Task: Predict the reaction yield, written as a fraction of the theoretical maximum amount of product (1.0 means a 100% yield; for example, 0.34 means a 34% yield). (1) The catalyst is O. The reactants are [S:1].O.[S:3]([O-:7])([O-:6])(=[O:5])=[O:4].[Zn+2:8].O.[S:10]([O-:14])([O-:13])(=[O:12])=[O:11].[Mg+2:15]. The product is [S:1].[S:3]([O-:7])([O-:6])(=[O:5])=[O:4].[Zn+2:8].[S:10]([O-:14])([O-:13])(=[O:12])=[O:11].[Mg+2:15]. The yield is 0.300. (2) The product is [C:19]([C:17]1[C:16]([F:21])=[CH:15][C:14]([CH3:22])=[C:13]2[C:18]=1[C:10]1[CH2:9][CH2:8][O:7][C:6]([CH2:23][CH2:24][CH3:25])([CH2:5][C:4]([OH:26])=[O:3])[C:11]=1[NH:12]2)#[N:20]. The yield is 0.910. The reactants are C([O:3][C:4](=[O:26])[CH2:5][C:6]1([CH2:23][CH2:24][CH3:25])[C:11]2[NH:12][C:13]3[C:18]([C:10]=2[CH2:9][CH2:8][O:7]1)=[C:17]([C:19]#[N:20])[C:16]([F:21])=[CH:15][C:14]=3[CH3:22])C.[OH-].[Na+]. The catalyst is C1COCC1.CO.